From a dataset of Full USPTO retrosynthesis dataset with 1.9M reactions from patents (1976-2016). Predict the reactants needed to synthesize the given product. (1) Given the product [OH:25][CH:24]([CH2:22][CH2:20][C:19]1[CH:34]=[CH:33][CH:32]=[CH:31][CH:30]=1)[CH2:26][C:28]([OH:29])=[O:9], predict the reactants needed to synthesize it. The reactants are: P([O-])([O-])(O)=O.[Na+].[Na+].P([O-])(O)(O)=[O:9].[K+].[Cl-].[NH4+].[Cl-].[Na+].O=[CH:19][C@@H:20]([C@H:22]([C@@H:24]([C@@H:26]([CH2:28][OH:29])O)[OH:25])O)O.[CH3:30][CH2:31][CH2:32][CH2:33][CH2:34]C1C=CC=CC=1.C(C1C=CC=CC=1CCCCC)=C. (2) Given the product [CH2:1]([N:3]([CH2:7][CH2:8][N:9]1[C:13](=[O:14])[C:12]2=[CH:15][CH:16]=[CH:17][CH:18]=[C:11]2[C:10]1=[O:19])[CH2:4][CH2:5][O:6][C:26]1[C:21]([F:20])=[N:22][CH:23]=[CH:24][CH:25]=1)[CH3:2], predict the reactants needed to synthesize it. The reactants are: [CH2:1]([N:3]([CH2:7][CH2:8][N:9]1[C:13](=[O:14])[C:12]2=[CH:15][CH:16]=[CH:17][CH:18]=[C:11]2[C:10]1=[O:19])[CH2:4][CH2:5][OH:6])[CH3:2].[F:20][C:21]1[C:26](O)=[CH:25][CH:24]=[CH:23][N:22]=1.C1[C@@H](COC2C=CC=NC=2[18F])NC1.C(OCC[N+](C)(C)C)(=O)C.C1(P(C2C=CC=CC=2)C2C=CC=CC=2)C=CC=CC=1.N(C(OC(C)C)=O)=NC(OC(C)C)=O. (3) Given the product [CH3:28][O:27][C:25]([C:22]1[CH:21]=[N:20][C:19]([O:16][CH2:15][C:14]2[N:10]([C:7]3[CH:6]=[CH:5][C:4]([F:3])=[CH:9][CH:8]=3)[N:11]=[N:12][C:13]=2[CH3:17])=[CH:24][N:23]=1)=[O:26], predict the reactants needed to synthesize it. The reactants are: [H-].[Na+].[F:3][C:4]1[CH:9]=[CH:8][C:7]([N:10]2[C:14]([CH2:15][OH:16])=[C:13]([CH3:17])[N:12]=[N:11]2)=[CH:6][CH:5]=1.Cl[C:19]1[N:20]=[CH:21][C:22]([C:25]([O:27][CH3:28])=[O:26])=[N:23][CH:24]=1. (4) Given the product [N:1]([CH:4]([C:7]1[N:8]=[C:9]2[CH:18]=[CH:17][CH:16]=[C:15]([CH3:19])[N:10]2[C:11](=[O:14])[C:12]=1[C:20]1[CH:25]=[CH:24][CH:23]=[CH:22][CH:21]=1)[CH2:5][CH3:6])=[N+:2]=[N-:3], predict the reactants needed to synthesize it. The reactants are: [N:1]([CH:4]([C:7]1[N:8]=[C:9]2[CH:18]=[CH:17][CH:16]=[C:15]([CH3:19])[N:10]2[C:11](=[O:14])[C:12]=1I)[CH2:5][CH3:6])=[N+:2]=[N-:3].[C:20]1(B(O)O)[CH:25]=[CH:24][CH:23]=[CH:22][CH:21]=1.C(=O)([O-])[O-].[Na+].[Na+]. (5) The reactants are: [F:1][C:2]([F:28])([F:27])[C:3]1[CH:8]=[CH:7][C:6]([C:9]2[C:13]3[CH:14]=[CH:15][C:16]([CH2:18][CH2:19][CH2:20][CH2:21]OS(C)(=O)=O)=[CH:17][C:12]=3[S:11][N:10]=2)=[CH:5][CH:4]=1.[CH3:29][NH:30][CH2:31][CH2:32][OH:33]. Given the product [CH3:29][N:30]([CH2:21][CH2:20][CH2:19][CH2:18][C:16]1[CH:15]=[CH:14][C:13]2[C:9]([C:6]3[CH:7]=[CH:8][C:3]([C:2]([F:28])([F:1])[F:27])=[CH:4][CH:5]=3)=[N:10][S:11][C:12]=2[CH:17]=1)[CH2:31][CH2:32][OH:33], predict the reactants needed to synthesize it.